Dataset: Clinical trial toxicity outcomes and FDA approval status for drugs. Task: Regression/Classification. Given a drug SMILES string, predict its toxicity properties. Task type varies by dataset: regression for continuous values (e.g., LD50, hERG inhibition percentage) or binary classification for toxic/non-toxic outcomes (e.g., AMES mutagenicity, cardiotoxicity, hepatotoxicity). Dataset: clintox. (1) The compound is C[N+](C)(C)CCCCCCCCCC[N+](C)(C)C. The result is 0 (passed clinical trial). (2) The molecule is CC[C@H]1CCC[C@H](O[C@H]2CC[C@H]([NH+](C)C)[C@@H](C)O2)[C@@H](C)C(=O)C2=C[C@H]3[C@@H]4C[C@H](O[C@@H]5O[C@@H](C)[C@H](OC)[C@@H](OC)[C@H]5OC)C[C@H]4C(C)=C[C@H]3[C@@H]2CC(=O)O1. The result is 0 (passed clinical trial). (3) The compound is CC(=O)CC(c1ccccc1)c1c([O-])c2ccccc2oc1=O. The result is 0 (passed clinical trial). (4) The compound is C[NH+]1CC[C@]23c4c5ccc(O)c4O[C@H]2[C@@H](O)C=C[C@H]3[C@H]1C5. The result is 0 (passed clinical trial).